This data is from Full USPTO retrosynthesis dataset with 1.9M reactions from patents (1976-2016). The task is: Predict the reactants needed to synthesize the given product. (1) Given the product [F:5][C:6]1[CH:11]=[C:10]([F:12])[CH:9]=[CH:8][C:7]=1[C:13]1[CH:21]=[C:17]([C:18]([O:20][CH3:24])=[O:19])[C:16]([OH:22])=[C:15]([I:23])[CH:14]=1, predict the reactants needed to synthesize it. The reactants are: S(Cl)(Cl)=O.[F:5][C:6]1[CH:11]=[C:10]([F:12])[CH:9]=[CH:8][C:7]=1[C:13]1[CH:21]=[C:17]([C:18]([OH:20])=[O:19])[C:16]([OH:22])=[C:15]([I:23])[CH:14]=1.[CH3:24]O. (2) Given the product [CH2:23]([N:20]1[C:5]2[N:6]=[C:7]([NH:10][CH2:11][CH2:12][CH:13]3[CH2:18][CH2:17][N:16]([CH3:19])[CH2:15][CH2:14]3)[N:8]=[CH:9][C:4]=2[CH:3]=[C:2]([C:32]2[CH:33]=[N:34][C:29]([S:26]([CH3:25])(=[O:28])=[O:27])=[CH:30][CH:31]=2)[C:21]1=[O:22])[CH3:24], predict the reactants needed to synthesize it. The reactants are: Br[C:2]1[C:21](=[O:22])[N:20]([CH2:23][CH3:24])[C:5]2[N:6]=[C:7]([NH:10][CH2:11][CH2:12][CH:13]3[CH2:18][CH2:17][N:16]([CH3:19])[CH2:15][CH2:14]3)[N:8]=[CH:9][C:4]=2[CH:3]=1.[CH3:25][S:26]([C:29]1[N:34]=[CH:33][C:32](B(O)O)=[CH:31][CH:30]=1)(=[O:28])=[O:27].P([O-])([O-])([O-])=O.[K+].[K+].[K+]. (3) The reactants are: C1[C:10]2[C:5](=C[C:7]([C:11]([O:13]C)=[O:12])=[CH:8][CH:9]=2)[CH:4]=[CH:3][C:2]=1[C:15]([O:17]C)=[O:16].C(OC)(=O)CCCCCCCCC(OC)=O.O=[Sb]O[Sb]=O.P(OC)(OC)(OC)=O. Given the product [C:15]([OH:17])(=[O:16])[CH2:2][CH2:3][CH2:4][CH2:5][CH2:10][CH2:9][CH2:8][CH2:7][C:11]([OH:13])=[O:12], predict the reactants needed to synthesize it. (4) Given the product [CH2:10]([O:17][C:18]([N:20]([CH2:22][CH:23]=[O:24])[CH3:21])=[O:19])[C:11]1[CH:16]=[CH:15][CH:14]=[CH:13][CH:12]=1, predict the reactants needed to synthesize it. The reactants are: CCN(C(C)C)C(C)C.[CH2:10]([O:17][C:18]([N:20]([CH2:22][CH2:23][OH:24])[CH3:21])=[O:19])[C:11]1[CH:16]=[CH:15][CH:14]=[CH:13][CH:12]=1. (5) Given the product [N:21]([CH2:2][C:3]1[CH:12]=[C:11]2[C:6]([C:7]([C:14]3[CH:19]=[CH:18][C:17]([F:20])=[CH:16][CH:15]=3)=[CH:8][C:9]([Cl:13])=[N:10]2)=[CH:5][CH:4]=1)=[N+:22]=[N-:23], predict the reactants needed to synthesize it. The reactants are: Br[CH2:2][C:3]1[CH:12]=[C:11]2[C:6]([C:7]([C:14]3[CH:19]=[CH:18][C:17]([F:20])=[CH:16][CH:15]=3)=[CH:8][C:9]([Cl:13])=[N:10]2)=[CH:5][CH:4]=1.[N-:21]=[N+:22]=[N-:23].[Na+]. (6) Given the product [Br:14][C:15]1[CH:16]=[C:17]([N:1]2[C:5]3=[N:6][CH:7]=[CH:8][CH:9]=[C:4]3[C:3]([C:10]([O:12][CH3:13])=[O:11])=[N:2]2)[CH:18]=[C:19]([O:21][CH3:22])[CH:20]=1, predict the reactants needed to synthesize it. The reactants are: [NH:1]1[C:5]2=[N:6][CH:7]=[CH:8][CH:9]=[C:4]2[C:3]([C:10]([O:12][CH3:13])=[O:11])=[N:2]1.[Br:14][C:15]1[CH:16]=[C:17](B(O)O)[CH:18]=[C:19]([O:21][CH3:22])[CH:20]=1. (7) The reactants are: [CH3:1][O:2][C:3]1[C:8]([C@H:9]2[CH2:13][O:12][CH2:11][C@H:10]2[CH2:14][OH:15])=[CH:7][CH:6]=[CH:5][N:4]=1.[OH:16][C:17]1[CH:24]=[CH:23][CH:22]=[C:21](O)[C:18]=1[CH:19]=[O:20].C1C=CC(P(C2C=CC=CC=2)C2C=CC=CC=2)=CC=1.CC(OC(/N=N/C(OC(C)C)=O)=O)C. Given the product [OH:16][C:17]1[CH:24]=[CH:23][CH:22]=[C:21]([O:15][CH2:14][C@H:10]2[C@@H:9]([C:8]3[C:3]([O:2][CH3:1])=[N:4][CH:5]=[CH:6][CH:7]=3)[CH2:13][O:12][CH2:11]2)[C:18]=1[CH:19]=[O:20], predict the reactants needed to synthesize it.